From a dataset of Reaction yield outcomes from USPTO patents with 853,638 reactions. Predict the reaction yield, written as a fraction of the theoretical maximum amount of product (1.0 means a 100% yield; for example, 0.34 means a 34% yield). The reactants are S(Cl)(Cl)=O.[C:5]([CH2:7][C:8]1[CH:9]=[C:10]([CH:14]=[CH:15][CH:16]=1)[C:11](O)=[O:12])#[N:6].[CH3:17][NH2:18]. The catalyst is ClCCl. The product is [C:5]([CH2:7][C:8]1[CH:9]=[C:10]([CH:14]=[CH:15][CH:16]=1)[C:11]([NH:18][CH3:17])=[O:12])#[N:6]. The yield is 0.970.